This data is from Catalyst prediction with 721,799 reactions and 888 catalyst types from USPTO. The task is: Predict which catalyst facilitates the given reaction. Reactant: [CH3:1][C:2]1[NH:3][C:4]2[C:9]([CH:10]=1)=[CH:8][C:7]([N+:11]([O-])=O)=[CH:6][CH:5]=2.NN. Product: [CH3:1][C:2]1[NH:3][C:4]2[C:9]([CH:10]=1)=[CH:8][C:7]([NH2:11])=[CH:6][CH:5]=2. The catalyst class is: 63.